From a dataset of Full USPTO retrosynthesis dataset with 1.9M reactions from patents (1976-2016). Predict the reactants needed to synthesize the given product. (1) Given the product [Cl:1][C:2]1[CH:7]=[C:6]([CH2:8][OH:9])[CH:5]=[C:4]([O:11][CH3:13])[N:3]=1, predict the reactants needed to synthesize it. The reactants are: [Cl:1][C:2]1[CH:7]=[C:6]([CH2:8][OH:9])[CH:5]=[C:4](Cl)[N:3]=1.[OH-:11].[Na+].[CH3:13]O. (2) Given the product [Br:1][C:2]1[CH:3]=[C:4]([F:11])[C:5]([CH:9]=[O:10])=[C:6]([F:8])[CH:7]=1, predict the reactants needed to synthesize it. The reactants are: [Br:1][C:2]1[CH:7]=[C:6]([F:8])[C:5]([CH2:9][OH:10])=[C:4]([F:11])[CH:3]=1. (3) Given the product [NH2:1][C:4]1[CH:12]=[CH:11][CH:10]=[C:9]2[C:5]=1[CH:6]=[N:7][NH:8]2, predict the reactants needed to synthesize it. The reactants are: [N+:1]([C:4]1[CH:12]=[CH:11][CH:10]=[C:9]2[C:5]=1[CH:6]=[N:7][NH:8]2)([O-])=O. (4) Given the product [Cl:38][C:35]1[N:34]=[CH:33][C:32]([C:30]2[N:26]=[C:25]([CH:11]3[CH2:12][CH:13]([C:15]4[CH:20]=[CH:19][C:18]([C:21]([F:22])([F:23])[F:24])=[CH:17][CH:16]=4)[CH2:14][N:9]([C:7]([N:1]4[CH2:6][CH2:5][O:4][CH2:3][CH2:2]4)=[O:8])[CH2:10]3)[S:27][CH:29]=2)=[CH:37][CH:36]=1, predict the reactants needed to synthesize it. The reactants are: [N:1]1([C:7]([N:9]2[CH2:14][CH:13]([C:15]3[CH:20]=[CH:19][C:18]([C:21]([F:24])([F:23])[F:22])=[CH:17][CH:16]=3)[CH2:12][CH:11]([C:25](=[S:27])[NH2:26])[CH2:10]2)=[O:8])[CH2:6][CH2:5][O:4][CH2:3][CH2:2]1.Br[CH2:29][C:30]([C:32]1[CH:33]=[N:34][C:35]([Cl:38])=[CH:36][CH:37]=1)=O. (5) Given the product [CH2:1](/[N:5]=[CH:6]/[C:7]1[C:12]([F:13])=[CH:11][CH:10]=[C:9]([Cl:14])[C:8]=1[CH2:16][CH3:17])[CH2:2][CH2:3][CH3:4], predict the reactants needed to synthesize it. The reactants are: [CH2:1](/[N:5]=[CH:6]/[C:7]1[C:12]([F:13])=[CH:11][CH:10]=[C:9]([Cl:14])[C:8]=1Cl)[CH2:2][CH2:3][CH3:4].[CH2:16]([Mg]Br)[CH3:17]. (6) Given the product [Cl:18][C:14]1[CH:13]=[C:12]([C:10]2[C:5]3[C:4](=[CH:9][CH:8]=[C:7]([C:19]([C:27]4[CH:28]=[CH:29][C:30]([Cl:33])=[CH:31][CH:32]=4)([C:21]4[N:25]([CH3:26])[CH:24]=[N:23][CH:22]=4)[OH:20])[CH:6]=3)[N:3]=[C:2]([NH:42][NH2:43])[N:11]=2)[CH:17]=[CH:16][CH:15]=1, predict the reactants needed to synthesize it. The reactants are: Cl[C:2]1[N:11]=[C:10]([C:12]2[CH:17]=[CH:16][CH:15]=[C:14]([Cl:18])[CH:13]=2)[C:9]2[C:4](=[CH:5][CH:6]=[C:7]([C:19]([C:27]3[CH:32]=[CH:31][C:30]([Cl:33])=[CH:29][CH:28]=3)([C:21]3[N:25]([CH3:26])[CH:24]=[N:23][CH:22]=3)[OH:20])[CH:8]=2)[N:3]=1.O1CCOCC1.[Cl-].[Na+].[NH2:42][NH2:43]. (7) Given the product [F:1][C:2]1[C:7]([O:8][CH3:9])=[CH:6][CH:5]=[CH:4][C:3]=1[NH:10][C:11]1[N:19]=[CH:18][CH:17]=[CH:16][C:12]=1[C:13]([NH:25][C:21]([CH3:22])([C:23]#[CH:24])[CH3:20])=[O:15], predict the reactants needed to synthesize it. The reactants are: [F:1][C:2]1[C:7]([O:8][CH3:9])=[CH:6][CH:5]=[CH:4][C:3]=1[NH:10][C:11]1[N:19]=[CH:18][CH:17]=[CH:16][C:12]=1[C:13]([OH:15])=O.[CH3:20][C:21]([NH2:25])([C:23]#[CH:24])[CH3:22].C1C=CC2N(O)N=NC=2C=1.CCN=C=NCCCN(C)C.CCN(C(C)C)C(C)C.